Dataset: Reaction yield outcomes from USPTO patents with 853,638 reactions. Task: Predict the reaction yield, written as a fraction of the theoretical maximum amount of product (1.0 means a 100% yield; for example, 0.34 means a 34% yield). (1) The reactants are [Br:1][C:2]1[CH:3]=[C:4]([NH2:10])[C:5]([O:8][CH3:9])=[N:6][CH:7]=1.[CH2:11]([N:13]1[CH:17]=[C:16]([S:18](Cl)(=[O:20])=[O:19])[CH:15]=[N:14]1)[CH3:12]. The catalyst is N1C=CC=CC=1. The product is [Br:1][C:2]1[CH:3]=[C:4]([NH:10][S:18]([C:16]2[CH:15]=[N:14][N:13]([CH2:11][CH3:12])[CH:17]=2)(=[O:20])=[O:19])[C:5]([O:8][CH3:9])=[N:6][CH:7]=1. The yield is 0.770. (2) The reactants are C([O:4][C:5]1[CH:10]=[CH:9][C:8]([C:11](=[CH:15][C:16]2[CH:21]=[CH:20][C:19]([CH3:22])=[CH:18][CH:17]=2)[C:12]([OH:14])=[O:13])=[CH:7][CH:6]=1)(=O)C.[OH-].[Li+].Cl. The catalyst is C1COCC1.O. The product is [OH:4][C:5]1[CH:10]=[CH:9][C:8]([C:11](=[CH:15][C:16]2[CH:17]=[CH:18][C:19]([CH3:22])=[CH:20][CH:21]=2)[C:12]([OH:14])=[O:13])=[CH:7][CH:6]=1. The yield is 0.825. (3) The reactants are Br[C:2]1[S:3][C:4]([CH:7]=[O:8])=[CH:5][N:6]=1.[F:9][C:10]1[CH:15]=[CH:14][C:13](B(O)O)=[CH:12][CH:11]=1.C([O-])([O-])=O.[Na+].[Na+]. The catalyst is C1(C)C=CC=CC=1.C(O)C.C1C=CC([P]([Pd]([P](C2C=CC=CC=2)(C2C=CC=CC=2)C2C=CC=CC=2)([P](C2C=CC=CC=2)(C2C=CC=CC=2)C2C=CC=CC=2)[P](C2C=CC=CC=2)(C2C=CC=CC=2)C2C=CC=CC=2)(C2C=CC=CC=2)C2C=CC=CC=2)=CC=1. The product is [F:9][C:10]1[CH:11]=[C:12]([C:2]2[S:3][C:4]([CH:7]=[O:8])=[CH:5][N:6]=2)[CH:13]=[CH:14][CH:15]=1. The yield is 0.540. (4) The product is [O:1]=[C:2]1[N:6]([C:7]2[CH:12]=[CH:11][CH:10]=[CH:9][C:8]=2[CH3:13])[N:5]=[C:4]([C:14]2[CH:15]=[C:16]([CH:21]=[CH:22][CH:23]=2)[C:17]([OH:19])=[O:18])[NH:3]1. The catalyst is N1C=CC=CC=1. The yield is 0.830. The reactants are [O:1]=[C:2]1[N:6]([C:7]2[CH:12]=[CH:11][CH:10]=[CH:9][C:8]=2[CH3:13])[N:5]=[C:4]([C:14]2[CH:15]=[C:16]([CH:21]=[CH:22][CH:23]=2)[C:17]([O:19]C)=[O:18])[NH:3]1.[I-].[Li+].O.Cl. (5) The reactants are [CH3:1][O:2][C:3]1[CH:4]=[C:5]2[C:9](=[CH:10][CH:11]=1)[N:8]([CH2:12][CH2:13][N:14]1[CH2:19][CH2:18][NH:17][CH2:16][CH2:15]1)[C:7]([C:20]1[C:21]([CH3:27])=[N:22][N:23]([CH3:26])[C:24]=1[CH3:25])=[C:6]2[CH:28]=O.[CH3:30][NH:31][C:32]([NH:34][C:35]1[CH:36]=[CH:37][C:38]2[O:42][CH2:41][C:40](=[O:43])[C:39]=2[CH:44]=1)=[O:33].C([O-])([O-])=O.[Na+].[Na+].CCOC(C)=O. The catalyst is Cl.CCO. The product is [CH3:1][O:2][C:3]1[CH:4]=[C:5]2[C:9](=[CH:10][CH:11]=1)[N:8]([CH2:12][CH2:13][N:14]1[CH2:19][CH2:18][NH:17][CH2:16][CH2:15]1)[C:7]([C:20]1[C:21]([CH3:27])=[N:22][N:23]([CH3:26])[C:24]=1[CH3:25])=[C:6]2/[CH:28]=[C:41]1\[O:42][C:38]2[CH:37]=[CH:36][C:35]([NH:34][C:32]([NH:31][CH3:30])=[O:33])=[CH:44][C:39]=2[C:40]\1=[O:43]. The yield is 0.140. (6) The reactants are [CH:1]([C:3]1[CH:18]=[CH:17][C:6]([O:7][C:8]2[CH:16]=[CH:15][C:11]([C:12]([NH2:14])=[O:13])=[CH:10][N:9]=2)=[CH:5][CH:4]=1)=O.[C:19]1([CH:25]2[CH2:29][CH2:28][CH2:27][NH:26]2)[CH:24]=[CH:23][CH:22]=[CH:21][CH:20]=1.C(O[BH-](OC(=O)C)OC(=O)C)(=O)C.[Na+].C(O)(=O)C.[Cl:48]CCCl. No catalyst specified. The product is [ClH:48].[C:19]1([CH:25]2[CH2:29][CH2:28][CH2:27][N:26]2[CH2:1][C:3]2[CH:18]=[CH:17][C:6]([O:7][C:8]3[CH:16]=[CH:15][C:11]([C:12]([NH2:14])=[O:13])=[CH:10][N:9]=3)=[CH:5][CH:4]=2)[CH:24]=[CH:23][CH:22]=[CH:21][CH:20]=1. The yield is 0.0390.